Dataset: Full USPTO retrosynthesis dataset with 1.9M reactions from patents (1976-2016). Task: Predict the reactants needed to synthesize the given product. (1) Given the product [C:35]([O:39][C:40](=[N:46][NH:47][C:48]([NH2:50])=[O:49])[CH2:41][C@H:42]([NH:45][C:25](=[O:26])[C@@H:24]1[CH2:28][C@@H:29]([O:31][CH2:32][CH:33]=[CH2:34])[CH2:30][N:23]1[C:21](=[O:22])[C@H:17]([CH:18]([CH3:19])[CH3:20])[NH:16][C:14](=[O:15])[C@H:5]([CH2:6][C:7]1[CH:8]=[CH:9][C:10]([OH:13])=[CH:11][CH:12]=1)[NH:4][C:1](=[O:3])[CH3:2])[CH:43]=[O:44])([CH3:38])([CH3:36])[CH3:37], predict the reactants needed to synthesize it. The reactants are: [C:1]([NH:4][C@H:5]([C:14]([NH:16][C@H:17]([C:21]([N:23]1[CH2:30][CH:29]([O:31][CH2:32][CH:33]=[CH2:34])[CH2:28][C@H:24]1[C:25](O)=[O:26])=[O:22])[CH:18]([CH3:20])[CH3:19])=[O:15])[CH2:6][C:7]1[CH:12]=[CH:11][C:10]([OH:13])=[CH:9][CH:8]=1)(=[O:3])[CH3:2].[C:35]([O:39][C:40](=[N:46][NH:47][C:48]([NH2:50])=[O:49])[CH2:41][CH:42]([NH2:45])[CH:43]=[O:44])([CH3:38])([CH3:37])[CH3:36]. (2) Given the product [CH2:1]([O:8][C@H:9]([C@@H:13]1[C:17](=[O:18])[O:16][C:15]([CH3:20])([CH3:19])[O:14]1)[C:10](=[O:12])[S:23][CH2:21][CH3:22])[C:2]1[CH:3]=[CH:4][CH:5]=[CH:6][CH:7]=1, predict the reactants needed to synthesize it. The reactants are: [CH2:1]([O:8][C@H:9]([C@@H:13]1[C:17](=[O:18])[O:16][C:15]([CH3:20])([CH3:19])[O:14]1)[C:10]([OH:12])=O)[C:2]1[CH:7]=[CH:6][CH:5]=[CH:4][CH:3]=1.[CH2:21]([SH:23])[CH3:22].C1CCC(N=C=NC2CCCCC2)CC1.C(O)(=O)C.